This data is from Full USPTO retrosynthesis dataset with 1.9M reactions from patents (1976-2016). The task is: Predict the reactants needed to synthesize the given product. (1) The reactants are: [Cl:1][C:2]1[CH:3]=[C:4]([O:21]C)[CH:5]=[C:6]2[C:11]=1[O:10][CH:9]([C:12]([F:15])([F:14])[F:13])[C:8]([C:16]([O:18][CH2:19][CH3:20])=[O:17])=[CH:7]2.B(Br)(Br)Br. Given the product [Cl:1][C:2]1[CH:3]=[C:4]([OH:21])[CH:5]=[C:6]2[C:11]=1[O:10][CH:9]([C:12]([F:15])([F:14])[F:13])[C:8]([C:16]([O:18][CH2:19][CH3:20])=[O:17])=[CH:7]2, predict the reactants needed to synthesize it. (2) The reactants are: [F:1][C:2]1[CH:7]=[C:6]([O:8][CH3:9])[CH:5]=[C:4]([F:10])[C:3]=1[C:11]1[N:16]=[C:15]([C:17]([O:19]C)=[O:18])[CH:14]=[CH:13][C:12]=1[F:21].[Li+].[OH-]. Given the product [F:1][C:2]1[CH:7]=[C:6]([O:8][CH3:9])[CH:5]=[C:4]([F:10])[C:3]=1[C:11]1[N:16]=[C:15]([C:17]([OH:19])=[O:18])[CH:14]=[CH:13][C:12]=1[F:21], predict the reactants needed to synthesize it. (3) Given the product [CH2:18]([N:10]1[CH:9]([NH:8][C:6]([O:5][C:1]([CH3:4])([CH3:2])[CH3:3])=[O:7])[CH:13]=[CH:12][O:11]1)[CH:17]=[CH2:16], predict the reactants needed to synthesize it. The reactants are: [C:1]([O:5][C:6]([NH:8][C:9]1[CH:13]=[CH:12][O:11][N:10]=1)=[O:7])([CH3:4])([CH3:3])[CH3:2].[H-].[Na+].[CH2:16](Br)[CH:17]=[CH2:18]. (4) Given the product [CH:21]1([CH2:27][N:7]2[C:8]3[C:13](=[CH:12][C:11]([S:15]([CH3:18])(=[O:17])=[O:16])=[CH:10][CH:9]=3)[CH:14]=[C:6]2[C:2]2[O:1][CH:5]=[CH:4][CH:3]=2)[CH2:26][CH2:25][CH2:24][CH2:23][CH2:22]1, predict the reactants needed to synthesize it. The reactants are: [O:1]1[CH:5]=[CH:4][CH:3]=[C:2]1[C:6]1[NH:7][C:8]2[C:13]([CH:14]=1)=[CH:12][C:11]([S:15]([CH3:18])(=[O:17])=[O:16])=[CH:10][CH:9]=2.[H-].[Na+].[CH:21]1([CH2:27]Br)[CH2:26][CH2:25][CH2:24][CH2:23][CH2:22]1.[Cl-].[NH4+].